This data is from Reaction yield outcomes from USPTO patents with 853,638 reactions. The task is: Predict the reaction yield, written as a fraction of the theoretical maximum amount of product (1.0 means a 100% yield; for example, 0.34 means a 34% yield). (1) The catalyst is O1CCCC1. The yield is 0.940. The product is [CH2:1]([O:8][C:9]([C:11]1[O:12][C:13]([CH:16]([OH:17])[C:19]([CH3:20])=[CH2:18])=[CH:14][CH:15]=1)=[O:10])[C:2]1[CH:7]=[CH:6][CH:5]=[CH:4][CH:3]=1. The reactants are [CH2:1]([O:8][C:9]([C:11]1[O:12][C:13]([CH:16]=[O:17])=[CH:14][CH:15]=1)=[O:10])[C:2]1[CH:7]=[CH:6][CH:5]=[CH:4][CH:3]=1.[CH2:18]([Mg]Br)[CH:19]=[CH2:20].Cl. (2) The reactants are C(N(CC)CC)C.[F:8][C:9]1[CH:14]=[CH:13][CH:12]=[CH:11][C:10]=1[N:15]1[C:23]2[C:18](=[C:19]([N:24]3[CH2:31][C@@H:30]4[C@@H:26]([CH2:27][NH:28][CH2:29]4)[C:25]3=[O:32])[CH:20]=[CH:21][CH:22]=2)[CH:17]=[N:16]1.[C:33]1([S:39](Cl)(=[O:41])=[O:40])[CH:38]=[CH:37][CH:36]=[CH:35][CH:34]=1. The catalyst is C(Cl)Cl. The product is [F:8][C:9]1[CH:14]=[CH:13][CH:12]=[CH:11][C:10]=1[N:15]1[C:23]2[C:18](=[C:19]([N:24]3[CH2:31][C@@H:30]4[C@@H:26]([CH2:27][N:28]([S:39]([C:33]5[CH:38]=[CH:37][CH:36]=[CH:35][CH:34]=5)(=[O:41])=[O:40])[CH2:29]4)[C:25]3=[O:32])[CH:20]=[CH:21][CH:22]=2)[CH:17]=[N:16]1. The yield is 0.750. (3) The reactants are [CH3:1][O:2][C:3]1[CH:27]=[CH:26][C:6]([CH2:7][N:8]2[C:12]3[N:13]=[CH:14][CH:15]=[C:16]([NH:17][CH2:18][CH2:19][N:20]4[CH2:25][CH2:24][O:23][CH2:22][CH2:21]4)[C:11]=3[CH:10]=[N:9]2)=[CH:5][CH:4]=1.[H-].[Na+].F[C:31]1[CH:36]=[CH:35][C:34]([N+:37]([O-:39])=[O:38])=[CH:33][C:32]=1[F:40]. The catalyst is CN(C=O)C.CCOC(C)=O. The product is [CH3:1][O:2][C:3]1[CH:4]=[CH:5][C:6]([CH2:7][N:8]2[C:12]3[N:13]=[CH:14][CH:15]=[C:16]([N:17]([C:31]4[CH:36]=[CH:35][C:34]([N+:37]([O-:39])=[O:38])=[CH:33][C:32]=4[F:40])[CH2:18][CH2:19][N:20]4[CH2:21][CH2:22][O:23][CH2:24][CH2:25]4)[C:11]=3[CH:10]=[N:9]2)=[CH:26][CH:27]=1. The yield is 0.800. (4) The product is [N:1]1([C:9]([C@@H:11]([C@H:21]([CH2:34][OH:35])[O:22][CH2:23][P:24]([O:30][CH:31]([CH3:33])[CH3:32])([O:26][CH:27]([CH3:28])[CH3:29])=[O:25])[OH:12])=[O:10])[CH:8]=[CH:7][C:5](=[O:6])[NH:4][C:2]1=[O:3]. The reactants are [N:1]1([C:9]([C@@H:11]([C@H:21]([CH2:34][OH:35])[O:22][CH2:23][P:24]([O:30][CH:31]([CH3:33])[CH3:32])([O:26][CH:27]([CH3:29])[CH3:28])=[O:25])[O:12]C(=O)C2C=CC=CC=2)=[O:10])[CH:8]=[CH:7][C:5](=[O:6])[NH:4][C:2]1=[O:3].N. The catalyst is CO. The yield is 0.960. (5) The reactants are Br[C:2]1[CH:3]=[CH:4][CH:5]=[C:6]2[C:10]=1[C:9](=[O:11])[N:8]([CH2:12][CH2:13][C:14]1[N:15]=[C:16]3[CH:21]=[CH:20][CH:19]=[CH:18][N:17]3[CH:22]=1)[CH2:7]2.[NH:23]1[CH2:28][CH2:27][S:26](=[O:30])(=[O:29])[CH2:25][CH2:24]1.C1(P(C2CCCCC2)C2C=CC=CC=2C2C(C(C)C)=CC(C(C)C)=CC=2C(C)C)CCCCC1. The catalyst is CN(C=O)C.C1C=CC(/C=C/C(/C=C/C2C=CC=CC=2)=O)=CC=1.C1C=CC(/C=C/C(/C=C/C2C=CC=CC=2)=O)=CC=1.C1C=CC(/C=C/C(/C=C/C2C=CC=CC=2)=O)=CC=1.[Pd].[Pd]. The product is [O:29]=[S:26]1(=[O:30])[CH2:27][CH2:28][N:23]([C:2]2[CH:3]=[CH:4][CH:5]=[C:6]3[C:10]=2[C:9](=[O:11])[N:8]([CH2:12][CH2:13][C:14]2[N:15]=[C:16]4[CH:21]=[CH:20][CH:19]=[CH:18][N:17]4[CH:22]=2)[CH2:7]3)[CH2:24][CH2:25]1. The yield is 0.347.